Dataset: Catalyst prediction with 721,799 reactions and 888 catalyst types from USPTO. Task: Predict which catalyst facilitates the given reaction. (1) Reactant: C(O[BH-](OC(=O)C)OC(=O)C)(=O)C.[Na+].[Cl:15][C:16]1[CH:35]=[CH:34][C:19]2[O:20][C:21]3[CH:33]=[CH:32][CH:31]=[CH:30][C:22]=3[C@@H:23]3[C@H:28]([NH2:29])[CH2:27][CH2:26][CH2:25][N:24]3[C:18]=2[CH:17]=1.[CH:36](=O)[CH:37]([CH3:39])[CH3:38]. Product: [CH3:36][CH:37]([CH3:39])[CH2:38][NH:29][C@H:28]1[C@@H:23]2[N:24]([C:18]3[CH:17]=[C:16]([Cl:15])[CH:35]=[CH:34][C:19]=3[O:20][C:21]3[CH:33]=[CH:32][CH:31]=[CH:30][C:22]=32)[CH2:25][CH2:26][CH2:27]1. The catalyst class is: 2. (2) Product: [CH2:18]([O:17][C:15](=[O:16])[CH:1]([O:8][CH2:9][CH3:10])[C:2]([O:4][CH2:5][CH3:6])=[O:3])[CH3:19]. The catalyst class is: 11. Reactant: [C:1]([O:8][CH2:9][CH3:10])(=O)[C:2]([O:4][CH2:5][CH3:6])=[O:3].C(OC[C:15]([O:17][CH2:18][CH3:19])=[O:16])C.[O-]CC.[Na+].Cl. (3) Reactant: C1(P(=O)(C2C=CC=CC=2)C2C=CC=CC=2)C=CC=CC=1.FC(F)(F)S(OS(C(F)(F)F)(=O)=O)(=O)=O.[F:36][C:37]1[CH:38]=[C:39]2[C:43](=[C:44]([N:46]([CH3:55])[S:47]([C:50]3[S:51][CH:52]=[CH:53][CH:54]=3)(=[O:49])=[O:48])[CH:45]=1)[NH:42][C:41]([C:56]([NH:58][CH2:59][CH2:60][S:61]C(C1C=CC=CC=1)(C1C=CC=CC=1)C1C=CC=CC=1)=O)=[CH:40]2.C(=O)([O-])O.[Na+]. Product: [S:61]1[CH2:60][CH2:59][N:58]=[C:56]1[C:41]1[NH:42][C:43]2[C:39]([CH:40]=1)=[CH:38][C:37]([F:36])=[CH:45][C:44]=2[N:46]([CH3:55])[S:47]([C:50]1[S:51][CH:52]=[CH:53][CH:54]=1)(=[O:49])=[O:48]. The catalyst class is: 4. (4) Reactant: [Cl-].O[NH3+:3].[C:4](=[O:7])([O-])[OH:5].[Na+].CS(C)=O.[CH3:13][C:14]1([CH3:50])[CH2:18][C:17]2[CH:19]=[C:20]([N:23]3[C:28](=[O:29])[C:27]([CH2:30][C:31]4[CH:36]=[CH:35][C:34]([C:37]5[C:38]([C:43]#[N:44])=[CH:39][CH:40]=[CH:41][CH:42]=5)=[C:33]([F:45])[CH:32]=4)=[C:26]([CH2:46][CH2:47][CH3:48])[N:25]=[C:24]3[CH3:49])[CH:21]=[CH:22][C:16]=2[O:15]1. Product: [CH3:13][C:14]1([CH3:50])[CH2:18][C:17]2[CH:19]=[C:20]([N:23]3[C:28](=[O:29])[C:27]([CH2:30][C:31]4[CH:36]=[CH:35][C:34]([C:37]5[CH:42]=[CH:41][CH:40]=[CH:39][C:38]=5[C:43]5[NH:3][C:4](=[O:7])[O:5][N:44]=5)=[C:33]([F:45])[CH:32]=4)=[C:26]([CH2:46][CH2:47][CH3:48])[N:25]=[C:24]3[CH3:49])[CH:21]=[CH:22][C:16]=2[O:15]1. The catalyst class is: 13. (5) Reactant: [Cl:1][C:2]1[C:19]([Cl:20])=[CH:18][C:5]2[NH:6][C:7]([C:9]3[CH:17]=[CH:16][C:12]([C:13](Cl)=[O:14])=[CH:11][CH:10]=3)=[N:8][C:4]=2[CH:3]=1.[NH2:21][C:22]1[CH:37]=[CH:36][C:25]([C:26]([NH:28][C:29]2[CH:34]=[CH:33][C:32]([Cl:35])=[CH:31][CH:30]=2)=[O:27])=[C:24]([OH:38])[CH:23]=1.O. Product: [Cl:35][C:32]1[CH:31]=[CH:30][C:29]([NH:28][C:26](=[O:27])[C:25]2[CH:36]=[CH:37][C:22]([NH:21][C:13](=[O:14])[C:12]3[CH:16]=[CH:17][C:9]([C:7]4[NH:6][C:5]5[CH:18]=[C:19]([Cl:20])[C:2]([Cl:1])=[CH:3][C:4]=5[N:8]=4)=[CH:10][CH:11]=3)=[CH:23][C:24]=2[OH:38])=[CH:34][CH:33]=1. The catalyst class is: 1. (6) Reactant: [NH2:1][C:2]1[CH:11]=[CH:10][CH:9]=[C:8]2[C:3]=1[CH:4]=[CH:5][CH:6]=[N:7]2.C(N(CC)CC)C.[C:19]([O:23][C:24](O[C:24]([O:23][C:19]([CH3:22])([CH3:21])[CH3:20])=[O:25])=[O:25])([CH3:22])([CH3:21])[CH3:20]. Product: [N:7]1[C:8]2[C:3](=[C:2]([NH:1][C:24](=[O:25])[O:23][C:19]([CH3:22])([CH3:21])[CH3:20])[CH:11]=[CH:10][CH:9]=2)[CH:4]=[CH:5][CH:6]=1. The catalyst class is: 1.